The task is: Predict the product of the given reaction.. This data is from Forward reaction prediction with 1.9M reactions from USPTO patents (1976-2016). (1) The product is: [NH2:1][C:2]1[N:3]=[C:4]([Cl:14])[C:5]2[C:11](=[O:13])[CH2:10][CH2:9][NH:8][C:6]=2[N:7]=1. Given the reactants [NH2:1][C:2]1[N:7]=[C:6]([NH:8][CH2:9][CH2:10][C:11]([OH:13])=O)[CH:5]=[C:4]([Cl:14])[N:3]=1.[NH4+].[OH-], predict the reaction product. (2) Given the reactants [NH2:1][C@H:2]([C:14]#[N:15])[CH2:3][C:4]([O:6][CH2:7][C:8]1[CH:13]=[CH:12][CH:11]=[CH:10][CH:9]=1)=[O:5].CCN(CC)CC.[F:23][C:24]([F:52])([F:51])[C@@H:25]([NH:42][C@H:43]([C:48](O)=[O:49])[CH2:44][CH:45]([CH3:47])[CH3:46])[C:26]1[CH:31]=[CH:30][C:29]([C:32]2[CH:37]=[CH:36][C:35]([S:38]([CH3:41])(=[O:40])=[O:39])=[CH:34][CH:33]=2)=[CH:28][CH:27]=1.CN(C(ON1N=NC2C=CC=NC1=2)=[N+](C)C)C.F[P-](F)(F)(F)(F)F, predict the reaction product. The product is: [C:14]([C@@H:2]([NH:1][C:48](=[O:49])[C@H:43]([CH2:44][CH:45]([CH3:46])[CH3:47])[NH:42][C@@H:25]([C:26]1[CH:27]=[CH:28][C:29]([C:32]2[CH:37]=[CH:36][C:35]([S:38]([CH3:41])(=[O:39])=[O:40])=[CH:34][CH:33]=2)=[CH:30][CH:31]=1)[C:24]([F:51])([F:52])[F:23])[CH2:3][C:4]([O:6][CH2:7][C:8]1[CH:13]=[CH:12][CH:11]=[CH:10][CH:9]=1)=[O:5])#[N:15]. (3) The product is: [Br:15][CH2:16][CH2:17][C:18]([NH:14][C:7]1[C:8]2[C:13](=[CH:12][CH:11]=[CH:10][CH:9]=2)[C:4]([N+:1]([O-:3])=[O:2])=[CH:5][CH:6]=1)=[O:19]. Given the reactants [N+:1]([C:4]1[C:13]2[C:8](=[CH:9][CH:10]=[CH:11][CH:12]=2)[C:7]([NH2:14])=[CH:6][CH:5]=1)([O-:3])=[O:2].[Br:15][CH2:16][CH2:17][C:18](Cl)=[O:19], predict the reaction product. (4) The product is: [CH3:12][C:13]1[C:18]([CH3:19])=[CH:17][C:16]([CH3:20])=[CH:15][N+:14]=1[O-:9]. Given the reactants ClC1C=CC=C(C(OO)=[O:9])C=1.[CH3:12][C:13]1[C:18]([CH3:19])=[CH:17][C:16]([CH3:20])=[CH:15][N:14]=1, predict the reaction product. (5) The product is: [N+:20]([C:23]1[CH:24]=[C:25]2[C:29](=[CH:30][CH:31]=1)[NH:28][CH:27]=[C:26]2[CH2:32][CH2:33][CH2:34][Br:37])([O-:22])=[O:21]. Given the reactants C1(P(C2C=CC=CC=2)C2C=CC=CC=2)C=CC=CC=1.[N+:20]([C:23]1[CH:24]=[C:25]2[C:29](=[CH:30][CH:31]=1)[NH:28][CH:27]=[C:26]2[CH2:32][CH2:33][CH2:34]O)([O-:22])=[O:21].C(Br)(Br)(Br)[Br:37], predict the reaction product.